Dataset: Forward reaction prediction with 1.9M reactions from USPTO patents (1976-2016). Task: Predict the product of the given reaction. (1) Given the reactants [CH3:1][N:2]([CH3:15])[S:3]([CH2:6][CH2:7][C:8]1[CH:13]=[CH:12][C:11]([NH2:14])=[CH:10][CH:9]=1)(=[O:5])=[O:4].C1C(=O)N([Br:23])C(=O)C1, predict the reaction product. The product is: [CH3:15][N:2]([CH3:1])[S:3]([CH2:6][CH2:7][C:8]1[CH:9]=[CH:10][C:11]([NH2:14])=[C:12]([Br:23])[CH:13]=1)(=[O:4])=[O:5]. (2) The product is: [Cl:1][C:2]1[CH:7]=[C:6]([CH:5]=[CH:4][C:3]=1[C:11]#[C:12][Si:13]([CH3:14])([CH3:16])[CH3:15])[NH2:8]. Given the reactants [Cl:1][C:2]1[CH:7]=[C:6]([N+:8]([O-])=O)[CH:5]=[CH:4][C:3]=1[C:11]#[C:12][Si:13]([CH3:16])([CH3:15])[CH3:14].[Cl-].[NH4+], predict the reaction product. (3) Given the reactants [Cl-].[CH3:2][O:3]C[P+](C1C=CC=CC=1)(C1C=CC=CC=1)C1C=CC=CC=1.C[Si](C)(C)[N-][Si](C)(C)C.[Li+].C([C:37]1[CH:44]=[C:43](Br)[CH:42]=[C:41]([CH:46]([CH3:48])C)[C:38]=1C=O)(C)C, predict the reaction product. The product is: [CH3:2][O:3][C:43]1[CH:42]=[C:41]([CH:38]=[CH:37][CH:44]=1)[CH:46]=[CH2:48]. (4) Given the reactants FC(F)(F)C(O)=O.[CH3:8][S:9]([C:12]1[N:17]=[CH:16][C:15]([O:18][C@H:19]2[CH2:23][CH2:22][N:21]([CH:24]3[CH2:29][CH2:28][N:27](C(OC(C)(C)C)=O)[CH2:26][CH2:25]3)[C:20]2=[O:37])=[CH:14][CH:13]=1)(=[O:11])=[O:10], predict the reaction product. The product is: [CH3:8][S:9]([C:12]1[N:17]=[CH:16][C:15]([O:18][C@H:19]2[CH2:23][CH2:22][N:21]([CH:24]3[CH2:29][CH2:28][NH:27][CH2:26][CH2:25]3)[C:20]2=[O:37])=[CH:14][CH:13]=1)(=[O:10])=[O:11]. (5) Given the reactants Br[CH2:2][C:3]1[C:7]([Cl:8])=[C:6]([C:9]2[C:10]([CH3:19])=[CH:11][C:12]([CH3:18])=[C:13]([CH:17]=2)[C:14]([OH:16])=[O:15])[NH:5][N:4]=1.C([O-])(O)=[O:21].[Na+], predict the reaction product. The product is: [Cl:8][C:7]1[C:3]([CH2:2][OH:21])=[N:4][NH:5][C:6]=1[C:9]1[C:10]([CH3:19])=[CH:11][C:12]([CH3:18])=[C:13]([CH:17]=1)[C:14]([OH:16])=[O:15]. (6) Given the reactants [Br:1][C:2]1[S:6][C:5]([C:7]2[CH:12]=[CH:11][N:10]=[C:9]([S:13][CH3:14])[N:8]=2)=[CH:4][CH:3]=1.C1C=C(Cl)C=C(C(OO)=[O:23])C=1, predict the reaction product. The product is: [Br:1][C:2]1[S:6][C:5]([C:7]2[CH:12]=[CH:11][N:10]=[C:9]([S:13]([CH3:14])=[O:23])[N:8]=2)=[CH:4][CH:3]=1. (7) The product is: [CH:27]1([C:24]2[N:23]=[C:22]([C:14]3[C:15]4[CH2:21][CH2:20][CH2:19][CH2:18][C:16]=4[S:17][C:13]=3[NH:12][C:11]([N:7]3[CH2:8][CH2:9][CH2:10][CH:6]3[CH2:5][C:4]([OH:31])=[O:3])=[O:30])[O:26][N:25]=2)[CH2:28][CH2:29]1. Given the reactants C([O:3][C:4](=[O:31])[CH2:5][CH:6]1[CH2:10][CH2:9][CH2:8][N:7]1[C:11](=[O:30])[NH:12][C:13]1[S:17][C:16]2[CH2:18][CH2:19][CH2:20][CH2:21][C:15]=2[C:14]=1[C:22]1[O:26][N:25]=[C:24]([CH:27]2[CH2:29][CH2:28]2)[N:23]=1)C.[OH-].[Na+], predict the reaction product.